This data is from Full USPTO retrosynthesis dataset with 1.9M reactions from patents (1976-2016). The task is: Predict the reactants needed to synthesize the given product. (1) Given the product [Cl:1][C:2]1[CH:3]=[C:4]([CH:23]=[CH:24][CH:25]=1)[CH2:5][O:6][C:7]1[CH:16]=[C:15]2[C:10]([CH:11]=[C:12]([CH2:17][C:18]([NH2:31])=[O:19])[CH:13]=[N:14]2)=[CH:9][CH:8]=1, predict the reactants needed to synthesize it. The reactants are: [Cl:1][C:2]1[CH:3]=[C:4]([CH:23]=[CH:24][CH:25]=1)[CH2:5][O:6][C:7]1[CH:16]=[C:15]2[C:10]([CH:11]=[C:12]([CH2:17][C:18](OCC)=[O:19])[CH:13]=[N:14]2)=[CH:9][CH:8]=1.CCOCC.[NH3:31]. (2) Given the product [NH2:11][C:10]1[CH:9]=[C:8]2[C:4](=[CH:3][C:2]=1[NH2:1])[C:5](=[O:15])[NH:6][CH2:7]2, predict the reactants needed to synthesize it. The reactants are: [NH2:1][C:2]1[CH:3]=[C:4]2[C:8](=[CH:9][C:10]=1[N+:11]([O-])=O)[C:7](=O)[NH:6][C:5]2=[O:15].[Sn].